This data is from Experimentally validated miRNA-target interactions with 360,000+ pairs, plus equal number of negative samples. The task is: Binary Classification. Given a miRNA mature sequence and a target amino acid sequence, predict their likelihood of interaction. (1) The miRNA is hsa-miR-23c with sequence AUCACAUUGCCAGUGAUUACCC. The protein sequence of the target gene is MADHLMLAEGYRLVQRPPSAAAAHGPHALRTLPPYAGPGLDSGLRPRGAPLGPPPPRQPGALAYGAFGPPSSFQPFPAVPPPAAGIAHLQPVATPYPGRAAAPPNAPGGPPGPQPAPSAAAPPPPAHALGGMDAELIDEEALTSLELELGLHRVRELPELFLGQSEFDCFSDLGSAPPAGSVSC. Result: 0 (no interaction). (2) The miRNA is mmu-miR-883b-3p with sequence UAACUGCAACAUCUCUCAGUAU. The protein sequence of the target gene is MAPAVLTALPNRMSLRSLKWSLLLLSLLSFLVIWYLSLPHYNVIERVNWMYFYEYEPIYRQDFRFTLREHSNCSHQNPFLVILVTSRPSDVKARQAIRVTWGEKKSWWGYEVLTFFLLGQQAEREDKTLALSLEDEHVLYGDIIRQDFLDTYNNLTLKTIMAFRWVMEFCPNAKYIMKTDTDVFINTGNLVKYLLNLNHSEKFFTGYPLIDNYSYRGFFHKNHISYQEYPFKVFPPYCSGLGYIMSGDLVPRVYEMMSHVKPIKFEDVYVGICLNLLKVDIHIPEDTNLFFLYRIHLDVC.... Result: 0 (no interaction). (3) The miRNA is hsa-miR-548k with sequence AAAAGUACUUGCGGAUUUUGCU. The protein sequence of the target gene is MWRLVPLKLGRLSRALKLAALGSLLVLMLLHSPSLLASWQRNELADRRFLQLNKCPACFGTSWCRRFLNGQVGFETWGRLRLLDFLNVKNVYFAQYGEPREGGRRRVVLKRLGSQRELAQLDQSICKRATGRPRCDLLQAMPRTEFARLNGDVRLLTPEAVEGWSDLVHCPSQRLLDRLVRRYAETKDSGSFLLRNLKDSERMQLLLTLAFNPEPLVLQSFPSDEGWPFAKYLGACGRMVAVNYVGEELWSYFNAPWEKRVDLAWQLMEIAEQLTNNDFEFALYLLDVSFDNFAVGPRDG.... Result: 0 (no interaction).